This data is from Forward reaction prediction with 1.9M reactions from USPTO patents (1976-2016). The task is: Predict the product of the given reaction. Given the reactants [C:1]([O:5][C:6]([NH:8][CH2:9][C@H:10]1[CH2:15][CH2:14][C@H:13]([C:16]([NH:18][C@H:19]([C:38](=[O:51])[NH:39][C:40]2[CH:45]=[CH:44][C:43]([C:46]3[N:47]=[N:48][NH:49][N:50]=3)=[CH:42][CH:41]=2)[CH2:20][C:21]2[CH:26]=[CH:25][C:24]([C:27]3[CH:32]=[CH:31][C:30]([C:33]([O:35]C)=[O:34])=[CH:29][C:28]=3[Cl:37])=[CH:23][CH:22]=2)=[O:17])[CH2:12][CH2:11]1)=[O:7])([CH3:4])([CH3:3])[CH3:2].O1CCCC1.O.O.[OH-].[Li+].Cl, predict the reaction product. The product is: [C:1]([O:5][C:6]([NH:8][CH2:9][C@H:10]1[CH2:15][CH2:14][C@H:13]([C:16]([NH:18][C@H:19]([C:38](=[O:51])[NH:39][C:40]2[CH:45]=[CH:44][C:43]([C:46]3[N:47]=[N:48][NH:49][N:50]=3)=[CH:42][CH:41]=2)[CH2:20][C:21]2[CH:22]=[CH:23][C:24]([C:27]3[CH:32]=[CH:31][C:30]([C:33]([OH:35])=[O:34])=[CH:29][C:28]=3[Cl:37])=[CH:25][CH:26]=2)=[O:17])[CH2:12][CH2:11]1)=[O:7])([CH3:4])([CH3:2])[CH3:3].